Task: Regression. Given two drug SMILES strings and cell line genomic features, predict the synergy score measuring deviation from expected non-interaction effect.. Dataset: NCI-60 drug combinations with 297,098 pairs across 59 cell lines (1) Drug 1: C1=NC2=C(N=C(N=C2N1C3C(C(C(O3)CO)O)O)F)N. Drug 2: CC=C1C(=O)NC(C(=O)OC2CC(=O)NC(C(=O)NC(CSSCCC=C2)C(=O)N1)C(C)C)C(C)C. Cell line: HCC-2998. Synergy scores: CSS=68.6, Synergy_ZIP=1.48, Synergy_Bliss=2.31, Synergy_Loewe=-28.0, Synergy_HSA=-1.45. (2) Drug 1: CC12CCC(CC1=CCC3C2CCC4(C3CC=C4C5=CN=CC=C5)C)O. Drug 2: CCN(CC)CCCC(C)NC1=C2C=C(C=CC2=NC3=C1C=CC(=C3)Cl)OC. Cell line: SK-OV-3. Synergy scores: CSS=11.7, Synergy_ZIP=-3.05, Synergy_Bliss=7.11, Synergy_Loewe=-1.47, Synergy_HSA=5.83. (3) Drug 1: CC(CN1CC(=O)NC(=O)C1)N2CC(=O)NC(=O)C2. Drug 2: CC1=C(C=C(C=C1)C(=O)NC2=CC(=CC(=C2)C(F)(F)F)N3C=C(N=C3)C)NC4=NC=CC(=N4)C5=CN=CC=C5. Cell line: HCT116. Synergy scores: CSS=32.4, Synergy_ZIP=3.28, Synergy_Bliss=5.34, Synergy_Loewe=5.35, Synergy_HSA=5.53. (4) Drug 1: CC1=C(C=C(C=C1)NC2=NC=CC(=N2)N(C)C3=CC4=NN(C(=C4C=C3)C)C)S(=O)(=O)N.Cl. Drug 2: CC(C)(C#N)C1=CC(=CC(=C1)CN2C=NC=N2)C(C)(C)C#N. Cell line: RXF 393. Synergy scores: CSS=4.25, Synergy_ZIP=-2.53, Synergy_Bliss=-0.657, Synergy_Loewe=1.94, Synergy_HSA=1.95. (5) Drug 2: CC1=CC=C(C=C1)C2=CC(=NN2C3=CC=C(C=C3)S(=O)(=O)N)C(F)(F)F. Cell line: MALME-3M. Synergy scores: CSS=-19.7, Synergy_ZIP=8.46, Synergy_Bliss=0.690, Synergy_Loewe=-21.6, Synergy_HSA=-21.1. Drug 1: C1=CC(=CC=C1C#N)C(C2=CC=C(C=C2)C#N)N3C=NC=N3. (6) Drug 1: CCC1(CC2CC(C3=C(CCN(C2)C1)C4=CC=CC=C4N3)(C5=C(C=C6C(=C5)C78CCN9C7C(C=CC9)(C(C(C8N6C=O)(C(=O)OC)O)OC(=O)C)CC)OC)C(=O)OC)O.OS(=O)(=O)O. Drug 2: C(=O)(N)NO. Cell line: CCRF-CEM. Synergy scores: CSS=-4.17, Synergy_ZIP=2.40, Synergy_Bliss=2.60, Synergy_Loewe=-3.73, Synergy_HSA=-5.16.